The task is: Predict the reaction yield, written as a fraction of the theoretical maximum amount of product (1.0 means a 100% yield; for example, 0.34 means a 34% yield).. This data is from Reaction yield outcomes from USPTO patents with 853,638 reactions. The reactants are [CH3:1][O:2][C:3]1[CH:8]=[CH:7][CH:6]=[CH:5][C:4]=1[C:9]1[N:14]=[CH:13][N:12]=[C:11]([NH:15][C:16]([CH:18]2[CH2:23][CH2:22][CH2:21][NH:20][CH2:19]2)=[O:17])[CH:10]=1.[C:24](OC(=O)C)(=[O:26])[CH3:25]. The catalyst is ClCCl. The product is [CH3:1][O:2][C:3]1[CH:8]=[CH:7][CH:6]=[CH:5][C:4]=1[C:9]1[N:14]=[CH:13][N:12]=[C:11]([NH:15][C:16]([CH:18]2[CH2:23][CH2:22][CH2:21][N:20]([C:24](=[O:26])[CH3:25])[CH2:19]2)=[O:17])[CH:10]=1. The yield is 0.841.